Dataset: Reaction yield outcomes from USPTO patents with 853,638 reactions. Task: Predict the reaction yield, written as a fraction of the theoretical maximum amount of product (1.0 means a 100% yield; for example, 0.34 means a 34% yield). (1) The reactants are [I:1][C:2]1[CH:9]=[CH:8][C:5]([CH:6]=[O:7])=[CH:4][CH:3]=1.O.C[CH2:12][O:13]CC.[CH3:16]O. The catalyst is Cl[Ti](Cl)(Cl)Cl. The product is [I:1][C:2]1[CH:9]=[CH:8][C:5]([CH:6]([O:13][CH3:12])[O:7][CH3:16])=[CH:4][CH:3]=1. The yield is 0.960. (2) The reactants are [C:1]([O:5][C:6]([N:8]1[CH2:13][CH2:12][C:11]([C:15]2[CH:20]=[CH:19][C:18]([Cl:21])=[CH:17][CH:16]=2)([OH:14])[CH2:10][CH2:9]1)=[O:7])([CH3:4])([CH3:3])[CH3:2].[H-].[Na+].[CH3:24]I.O. The catalyst is CN(C)C=O. The product is [C:1]([O:5][C:6]([N:8]1[CH2:9][CH2:10][C:11]([C:15]2[CH:20]=[CH:19][C:18]([Cl:21])=[CH:17][CH:16]=2)([O:14][CH3:24])[CH2:12][CH2:13]1)=[O:7])([CH3:4])([CH3:2])[CH3:3]. The yield is 0.520. (3) The reactants are O[C:2]1[C:11]2[C:6](=[N:7][CH:8]=[CH:9][CH:10]=2)[N:5]([C:12]2[CH:17]=[CH:16][CH:15]=[CH:14][CH:13]=2)[C:4](=[O:18])[C:3]=1[C:19](=O)[CH2:20][C:21]1[CH:26]=[C:25]([O:27][CH3:28])[CH:24]=[CH:23][C:22]=1[O:29][CH3:30].O.[NH2:33][NH2:34]. The catalyst is CN(C=O)C. The product is [CH3:30][O:29][C:22]1[CH:23]=[CH:24][C:25]([O:27][CH3:28])=[CH:26][C:21]=1[CH2:20][C:19]1[C:3]2[C:4](=[O:18])[N:5]([C:12]3[CH:13]=[CH:14][CH:15]=[CH:16][CH:17]=3)[C:6]3[N:7]=[CH:8][CH:9]=[CH:10][C:11]=3[C:2]=2[NH:34][N:33]=1. The yield is 0.820. (4) The yield is 0.0400. The product is [OH:34][CH2:33][CH2:32][O:31][C:30]1[CH:35]=[C:36]([NH:38][CH:39]([C:40]2[CH:48]=[C:43]3[CH:44]=[CH:45][CH:46]=[CH:47][N:42]3[N:41]=2)[C:8]([C:10]2[C:18]3[C:13](=[CH:14][CH:15]=[CH:16][CH:17]=3)[NH:12][CH:11]=2)=[O:9])[CH:37]=[C:28]([O:27][CH3:26])[CH:29]=1. The catalyst is [Cl-].C([N+]1C(C)=C(CCO)SC=1)C1C=CC=CC=1.C(O)C. The reactants are C(N(CC)CC)C.[CH:8]([C:10]1[C:18]2[C:13](=[CH:14][CH:15]=[CH:16][CH:17]=2)[N:12](C(OC(C)(C)C)=O)[CH:11]=1)=[O:9].[CH3:26][O:27][C:28]1[CH:29]=[C:30]([CH:35]=[C:36]([N:38]=[CH:39][C:40]2[CH:48]=[C:43]3[CH:44]=[CH:45][CH:46]=[CH:47][N:42]3[N:41]=2)[CH:37]=1)[O:31][CH2:32][CH2:33][OH:34].